The task is: Predict the product of the given reaction.. This data is from Forward reaction prediction with 1.9M reactions from USPTO patents (1976-2016). Given the reactants Br[C:2]1[C:11]([N+:12]([O-:14])=[O:13])=[CH:10][CH:9]=[CH:8][C:3]=1[C:4](OC)=O.[C:15]([O-:18])([O-])=[O:16].[K+].[K+].[C:21]1(C)C=CC=C[CH:22]=1.[CH2:28](O)C, predict the reaction product. The product is: [N+:12]([C:11]1[CH:10]=[CH:9][C:8]([C:15]([O:18][CH2:21][CH3:22])=[O:16])=[C:3]([CH:4]=[CH2:28])[CH:2]=1)([O-:14])=[O:13].